Dataset: Forward reaction prediction with 1.9M reactions from USPTO patents (1976-2016). Task: Predict the product of the given reaction. (1) Given the reactants [CH3:1][C:2]1[O:3][C:4]2[CH:10]=[C:9]([OH:11])[CH:8]=[CH:7][C:5]=2[N:6]=1.C(N(CC)CC)C.[C:19](Cl)(=[O:26])[C:20]1[CH:25]=[CH:24][CH:23]=[CH:22][CH:21]=1, predict the reaction product. The product is: [C:19]([O:11][C:9]1[CH:8]=[CH:7][C:5]2[N:6]=[C:2]([CH3:1])[O:3][C:4]=2[CH:10]=1)(=[O:26])[C:20]1[CH:25]=[CH:24][CH:23]=[CH:22][CH:21]=1. (2) Given the reactants N1CCOCC1.[Br:7][C:8]1[CH:16]=[CH:15][C:14]([F:17])=[C:13]2[C:9]=1[CH2:10][CH2:11][C@H:12]2[O:18][C:19]1[CH:31]=[CH:30][C:22]2[C@H:23]([CH2:26][C:27]([OH:29])=[O:28])[CH2:24][O:25][C:21]=2[CH:20]=1.Cl, predict the reaction product. The product is: [Br:7][C:8]1[CH:16]=[CH:15][C:14]([F:17])=[C:13]2[C:9]=1[CH2:10][CH2:11][C@H:12]2[O:18][C:19]1[CH:31]=[CH:30][C:22]2[C@H:23]([CH2:26][C:27]([OH:29])=[O:28])[CH2:24][O:25][C:21]=2[CH:20]=1. (3) The product is: [C:6]([NH2:8])(=[O:7])[C:5]1[CH:28]=[CH:29][CH:2]=[N:3][CH:4]=1. Given the reactants Cl[C:2]1[CH:29]=[CH:28][C:5]([C:6]([NH:8]CC2C(=O)C3C(=CC(Cl)=CC=3)N(C3C=CC=CC=3)C=2)=[O:7])=[CH:4][N:3]=1.O[C@H]1CCNC1, predict the reaction product. (4) Given the reactants [F:1][C:2]([F:11])([F:10])[C:3]1[CH:8]=[CH:7][CH:6]=[CH:5][C:4]=1[SH:9].C(=O)([O-])[O-].[Cs+].[Cs+].[C:18]([O:22][C:23]([N:25]1[CH2:30][CH2:29][CH:28](OS(C)(=O)=O)[CH2:27][CH2:26]1)=[O:24])([CH3:21])([CH3:20])[CH3:19], predict the reaction product. The product is: [C:18]([O:22][C:23]([N:25]1[CH2:30][CH2:29][CH:28]([S:9][C:4]2[CH:5]=[CH:6][CH:7]=[CH:8][C:3]=2[C:2]([F:1])([F:10])[F:11])[CH2:27][CH2:26]1)=[O:24])([CH3:21])([CH3:19])[CH3:20].